This data is from Reaction yield outcomes from USPTO patents with 853,638 reactions. The task is: Predict the reaction yield, written as a fraction of the theoretical maximum amount of product (1.0 means a 100% yield; for example, 0.34 means a 34% yield). (1) The reactants are [Cl:1][C:2]([Cl:7])([Cl:6])[C:3](Cl)=[O:4].[NH:8]1[CH:12]=[CH:11][CH:10]=[CH:9]1. The catalyst is CCOCC. The product is [Cl:1][C:2]([Cl:7])([Cl:6])[C:3]([C:9]1[NH:8][CH:12]=[CH:11][CH:10]=1)=[O:4]. The yield is 0.850. (2) The reactants are [F:1][C:2]([F:13])([F:12])[C:3]1[CH:11]=[CH:10][C:6]([C:7]([OH:9])=O)=[CH:5][CH:4]=1.C(Cl)(=O)C(Cl)=O.[CH3:20][N:21]1[C:25]([C:26]2[CH:27]=[C:28]([CH:30]=[CH:31][C:32]=2[O:33][CH2:34][C:35]([CH3:40])([N+:37]([O-])=O)[CH3:36])[NH2:29])=[CH:24][CH:23]=[N:22]1.CCN(C(C)C)C(C)C.C(Cl)(=O)C. The catalyst is ClCCl.CO.[Zn].CN(C=O)C. The product is [NH2:37][C:35]([CH3:40])([CH3:36])[CH2:34][O:33][C:32]1[CH:31]=[CH:30][C:28]([NH:29][C:7](=[O:9])[C:6]2[CH:5]=[CH:4][C:3]([C:2]([F:1])([F:13])[F:12])=[CH:11][CH:10]=2)=[CH:27][C:26]=1[C:25]1[N:21]([CH3:20])[N:22]=[CH:23][CH:24]=1. The yield is 0.570. (3) The catalyst is O.C(O)C. The yield is 0.730. The product is [Cl:1][C:2]1[C:3]([O:12][C:13]2[CH:18]=[C:17]([O:19][CH2:20][CH:21]([OH:27])[CH2:22][O:23][CH:24]([CH3:25])[CH3:26])[CH:16]=[CH:15][C:14]=2/[CH:28]=[CH:29]/[C:30]([OH:32])=[O:31])=[N:4][CH:5]=[C:6]([C:8]([F:9])([F:11])[F:10])[CH:7]=1. The reactants are [Cl:1][C:2]1[C:3]([O:12][C:13]2[CH:18]=[C:17]([O:19][CH2:20][CH:21]([OH:27])[CH2:22][O:23][CH:24]([CH3:26])[CH3:25])[CH:16]=[CH:15][C:14]=2/[CH:28]=[CH:29]/[C:30]([O:32]CC)=[O:31])=[N:4][CH:5]=[C:6]([C:8]([F:11])([F:10])[F:9])[CH:7]=1.O1CCCC1.[OH-].[Na+].Cl. (4) The reactants are [NH2:1][C:2]1[CH:11]=[CH:10][C:9]([Br:12])=[CH:8][C:3]=1[C:4](OC)=[O:5].[CH3:13][NH2:14].O. The catalyst is O. The product is [NH2:1][C:2]1[CH:11]=[CH:10][C:9]([Br:12])=[CH:8][C:3]=1[C:4]([NH:14][CH3:13])=[O:5]. The yield is 0.870. (5) The yield is 0.160. The catalyst is C(#N)C. The reactants are [Cl:1][C:2]1[NH:3][C:4]([C:11]2[CH:16]=[CH:15][CH:14]=[CH:13][CH:12]=2)=[CH:5][C:6]=1[C:7]([O:9][CH3:10])=[O:8].C(CC(OC)=O)#N.C(Br)C(C1C=CC=CC=1)=O.[O-]S(C(F)(F)[F:39])(=O)=O.ClC1C=CC=C(Cl)[N+]=1F. The product is [Cl:1][C:2]1[NH:3][C:4]([C:11]2[CH:16]=[CH:15][CH:14]=[CH:13][CH:12]=2)=[C:5]([F:39])[C:6]=1[C:7]([O:9][CH3:10])=[O:8]. (6) The reactants are [CH3:1][C:2]1[N:3]=[C:4]([CH2:7][CH2:8][C:9]([F:12])([F:11])[F:10])[NH:5][CH:6]=1.[OH-].[K+].Cl[C:16]1[C:21]([N+:22]([O-:24])=[O:23])=[CH:20][CH:19]=[C:18]([O:25][CH3:26])[N:17]=1. The catalyst is CN(C=O)C. The product is [CH3:26][O:25][C:18]1[N:17]=[C:16]([N:5]2[CH:6]=[C:2]([CH3:1])[N:3]=[C:4]2[CH2:7][CH2:8][C:9]([F:12])([F:11])[F:10])[C:21]([N+:22]([O-:24])=[O:23])=[CH:20][CH:19]=1. The yield is 0.820.